Dataset: Full USPTO retrosynthesis dataset with 1.9M reactions from patents (1976-2016). Task: Predict the reactants needed to synthesize the given product. (1) Given the product [CH2:38]([O:40][CH:41]1[CH2:44][N:43]([CH2:1][C:3]2[CH:4]=[CH:5][C:6]([C:9]#[C:10][C:11]3[CH:12]=[CH:13][C:14]([C:15]([N:17]([CH3:34])[C@:18]([CH3:33])([C:23]([NH:25][O:26][CH:27]4[CH2:32][CH2:31][CH2:30][CH2:29][O:28]4)=[O:24])[C:19]([NH:21][CH3:22])=[O:20])=[O:16])=[CH:35][CH:36]=3)=[CH:7][CH:8]=2)[CH2:42]1)[CH3:39], predict the reactants needed to synthesize it. The reactants are: [CH:1]([C:3]1[CH:8]=[CH:7][C:6]([C:9]#[C:10][C:11]2[CH:36]=[CH:35][C:14]([C:15]([N:17]([CH3:34])[C@:18]([CH3:33])([C:23]([NH:25][O:26][CH:27]3[CH2:32][CH2:31][CH2:30][CH2:29][O:28]3)=[O:24])[C:19]([NH:21][CH3:22])=[O:20])=[O:16])=[CH:13][CH:12]=2)=[CH:5][CH:4]=1)=O.Cl.[CH2:38]([O:40][CH:41]1[CH2:44][NH:43][CH2:42]1)[CH3:39]. (2) Given the product [CH3:1][O:2][C:3]1[CH:8]=[CH:7][CH:6]=[C:5]([O:9][CH3:10])[C:4]=1[CH:11]([NH:19][CH2:20][C:21]1[CH:22]=[N:23][C:24]2[C:29]([CH:30]=1)=[CH:28][CH:27]=[CH:26][CH:25]=2)[CH2:12][CH2:13][CH2:14][C:15]([OH:17])=[O:16], predict the reactants needed to synthesize it. The reactants are: [CH3:1][O:2][C:3]1[CH:8]=[CH:7][CH:6]=[C:5]([O:9][CH3:10])[C:4]=1[CH:11]([NH:19][CH2:20][C:21]1[CH:22]=[N:23][C:24]2[C:29]([CH:30]=1)=[CH:28][CH:27]=[CH:26][CH:25]=2)[CH2:12][CH2:13][CH2:14][C:15]([O:17]C)=[O:16].[OH-].[Na+]. (3) The reactants are: [NH2:1][C:2]1[CH:3]=[CH:4][C:5]([CH3:12])=[C:6]([CH:11]=1)[C:7]([O:9][CH3:10])=[O:8].[C:13]([O:17][C:18](O[C:18]([O:17][C:13]([CH3:16])([CH3:15])[CH3:14])=[O:19])=[O:19])([CH3:16])([CH3:15])[CH3:14].C([O-])([O-])=O.[K+].[K+]. Given the product [C:13]([O:17][C:18]([NH:1][C:2]1[CH:3]=[CH:4][C:5]([CH3:12])=[C:6]([CH:11]=1)[C:7]([O:9][CH3:10])=[O:8])=[O:19])([CH3:16])([CH3:15])[CH3:14], predict the reactants needed to synthesize it.